This data is from Full USPTO retrosynthesis dataset with 1.9M reactions from patents (1976-2016). The task is: Predict the reactants needed to synthesize the given product. (1) Given the product [F:19][C:18]1[C:2]([C:21]#[C:20][C:22]2([OH:29])[CH2:26][CH2:25][N:24]([CH3:27])[C:23]2=[O:28])=[CH:3][C:4]2[C:10]3[N:11]=[C:12]([C:14]([NH2:16])=[O:15])[S:13][C:9]=3[CH2:8][CH2:7][O:6][C:5]=2[CH:17]=1, predict the reactants needed to synthesize it. The reactants are: Br[C:2]1[C:18]([F:19])=[CH:17][C:5]2[O:6][CH2:7][CH2:8][C:9]3[S:13][C:12]([C:14]([NH2:16])=[O:15])=[N:11][C:10]=3[C:4]=2[CH:3]=1.[C:20]([C:22]1([OH:29])[CH2:26][CH2:25][N:24]([CH3:27])[C:23]1=[O:28])#[CH:21]. (2) Given the product [CH2:1]([NH:3][C:4](=[O:51])[NH:5][C:6]1[N:11]=[CH:10][C:9]([C:12]2[CH:13]=[C:14]3[C:19](=[CH:20][CH:21]=2)[N:18]([CH2:22][CH:23]2[CH2:27][CH2:26][N:25]([CH2:28][CH2:29][N:30]4[CH2:35][CH2:34][O:33][CH2:32][CH2:31]4)[CH2:24]2)[CH:17]=[C:16]([C:36]([OH:38])=[O:37])[C:15]3=[O:41])=[C:8]([C:42]2[S:43][CH:44]=[C:45]([C:47]([F:50])([F:48])[F:49])[N:46]=2)[CH:7]=1)[CH3:2], predict the reactants needed to synthesize it. The reactants are: [CH2:1]([NH:3][C:4](=[O:51])[NH:5][C:6]1[N:11]=[CH:10][C:9]([C:12]2[CH:13]=[C:14]3[C:19](=[CH:20][CH:21]=2)[N:18]([CH2:22][CH:23]2[CH2:27][CH2:26][N:25]([CH2:28][CH2:29][N:30]4[CH2:35][CH2:34][O:33][CH2:32][CH2:31]4)[CH2:24]2)[CH:17]=[C:16]([C:36]([O:38]CC)=[O:37])[C:15]3=[O:41])=[C:8]([C:42]2[S:43][CH:44]=[C:45]([C:47]([F:50])([F:49])[F:48])[N:46]=2)[CH:7]=1)[CH3:2].[OH-].[Na+]. (3) The reactants are: C(OC([N:8]([CH2:21][CH:22]1[CH2:27][CH2:26][N:25]([C:28]([O:30][C:31]2[CH:39]=[CH:38][C:34]([C:35]([OH:37])=[O:36])=[CH:33][CH:32]=2)=[O:29])[CH2:24][CH:23]1[C:40]1[CH:45]=[CH:44][CH:43]=[CH:42][CH:41]=1)[C@@H:9]([C:11]1[C:20]2[C:15](=[CH:16][CH:17]=[CH:18][CH:19]=2)[CH:14]=[CH:13][CH:12]=1)[CH3:10])=O)(C)(C)C.[ClH:46].O1CCOCC1. Given the product [ClH:46].[C:11]1([C@H:9]([NH:8][CH2:21][CH:22]2[CH2:27][CH2:26][N:25]([C:28]([O:30][C:31]3[CH:32]=[CH:33][C:34]([C:35]([OH:37])=[O:36])=[CH:38][CH:39]=3)=[O:29])[CH2:24][CH:23]2[C:40]2[CH:45]=[CH:44][CH:43]=[CH:42][CH:41]=2)[CH3:10])[C:20]2[C:15](=[CH:16][CH:17]=[CH:18][CH:19]=2)[CH:14]=[CH:13][CH:12]=1, predict the reactants needed to synthesize it. (4) Given the product [C:45]([O:44][C:42]([N:49]1[CH2:54][CH2:53][N:52]([C:25]([C:11]2[C:12]3[C:17]([CH3:18])=[N:16][N:15]([CH:19]4[CH2:24][CH2:23][CH2:22][CH2:21][O:20]4)[C:13]=3[N:14]=[C:9]([C:3]3[CH:4]=[CH:5][C:6]([OH:8])=[CH:7][C:2]=3[F:1])[CH:10]=2)=[O:26])[C:51]([CH3:56])([CH3:55])[CH2:50]1)=[O:43])([CH3:48])([CH3:46])[CH3:47], predict the reactants needed to synthesize it. The reactants are: [F:1][C:2]1[CH:7]=[C:6]([OH:8])[CH:5]=[CH:4][C:3]=1[C:9]1[CH:10]=[C:11]([C:25](O)=[O:26])[C:12]2[C:17]([CH3:18])=[N:16][N:15]([CH:19]3[CH2:24][CH2:23][CH2:22][CH2:21][O:20]3)[C:13]=2[N:14]=1.F[B-](F)(F)F.BrC1C=CC=C[N+]=1CC.[C:42]([N:49]1[CH2:54][CH2:53][NH:52][C:51]([CH3:56])([CH3:55])[CH2:50]1)([O:44][C:45]([CH3:48])([CH3:47])[CH3:46])=[O:43]. (5) Given the product [Br:49][C:50]1[CH:51]=[C:52]([CH:53]=[CH:54][CH:55]=1)[CH2:56][N:29]1[C:30]2[C:31](=[O:32])[N:23]([CH3:22])[C:24](=[O:42])[N:25]([CH3:41])[C:26]=2[N:27]=[C:28]1[CH:33]([CH3:40])[CH2:34][C:35]([O:37][CH2:38][CH3:39])=[O:36], predict the reactants needed to synthesize it. The reactants are: CN1C(=O)C2NC(CC(C)C(OCC)=O)=NC=2N(C)C1=O.[CH3:22][N:23]1[C:31](=[O:32])[C:30]2[NH:29][C:28]([CH:33]([CH3:40])[CH2:34][C:35]([O:37][CH2:38][CH3:39])=[O:36])=[N:27][C:26]=2[N:25]([CH3:41])[C:24]1=[O:42].C(=O)([O-])[O-].[K+].[K+].[Br:49][C:50]1[CH:55]=[CH:54][CH:53]=[C:52]([CH2:56]Br)[CH:51]=1. (6) The reactants are: [N+:1]([C:4]1[CH:5]=[CH:6][CH:7]=[C:8]([C:15]([NH:17][C:18]2[CH:23]=[CH:22][C:21]([Cl:24])=[CH:20][C:19]=2[CH3:25])=[O:16])[C:9]=1[C:10](OCC)=[O:11])([O-:3])=[O:2].[CH:26]([NH2:29])([CH3:28])[CH3:27]. Given the product [N+:1]([C:4]1[CH:5]=[CH:6][CH:7]=[C:8]([C:15]([NH:17][C:18]2[CH:23]=[CH:22][C:21]([Cl:24])=[CH:20][C:19]=2[CH3:25])=[O:16])[C:9]=1[C:10]([NH:29][CH:26]([CH3:28])[CH3:27])=[O:11])([O-:3])=[O:2], predict the reactants needed to synthesize it. (7) Given the product [C:1]([C:5]1[CH:6]=[C:7]([NH:27][C:28]([NH:30][C@@H:31]2[C:40]3[C:35](=[CH:36][CH:37]=[CH:38][CH:39]=3)[C@H:34]([O:41][C:42]3[CH:43]=[CH:44][C:45]4[N:46]([C:48]([N:51]5[CH2:55][CH2:54][CH2:53][C@@H:52]5[CH3:56])=[N:49][N:50]=4)[CH:47]=3)[CH2:33][CH2:32]2)=[O:29])[N:8]([C:10]2[CH:15]=[CH:14][C:13]([Cl:16])=[C:12]([O:17][CH2:18][CH2:19][OH:20])[CH:11]=2)[N:9]=1)([CH3:4])([CH3:2])[CH3:3], predict the reactants needed to synthesize it. The reactants are: [C:1]([C:5]1[CH:6]=[C:7]([NH:27][C:28]([NH:30][C@@H:31]2[C:40]3[C:35](=[CH:36][CH:37]=[CH:38][CH:39]=3)[C@H:34]([O:41][C:42]3[CH:43]=[CH:44][C:45]4[N:46]([C:48]([N:51]5[CH2:55][CH2:54][CH2:53][C@@H:52]5[CH3:56])=[N:49][N:50]=4)[CH:47]=3)[CH2:33][CH2:32]2)=[O:29])[N:8]([C:10]2[CH:15]=[CH:14][C:13]([Cl:16])=[C:12]([O:17][CH2:18][CH2:19][O:20]C3CCCCO3)[CH:11]=2)[N:9]=1)([CH3:4])([CH3:3])[CH3:2].C1(C)C=CC(S([O-])(=O)=O)=CC=1.[NH+]1C=CC=CC=1. (8) Given the product [CH3:1][O:2][C:3]1[CH:11]=[C:10]2[C:6]([C:7]([C:18]#[N:17])=[C:8]([CH3:12])[NH:9]2)=[CH:5][CH:4]=1, predict the reactants needed to synthesize it. The reactants are: [CH3:1][O:2][C:3]1[CH:11]=[C:10]2[C:6]([CH:7]=[C:8]([CH3:12])[NH:9]2)=[CH:5][CH:4]=1.ClS([N:17]=[C:18]=O)(=O)=O.C([O-])(O)=O.[Na+]. (9) Given the product [C:24](=[O:35])([O:1][CH:2]1[CH2:7][CH2:6][N:5]([C:8]2[CH:9]=[CH:10][C:11](=[O:14])[NH:12][N:13]=2)[CH2:4][CH2:3]1)[O:25][C:26]1[CH:27]=[CH:28][C:29]([N+:32]([O-:34])=[O:33])=[CH:30][CH:31]=1, predict the reactants needed to synthesize it. The reactants are: [OH:1][CH:2]1[CH2:7][CH2:6][N:5]([C:8]2[CH:9]=[CH:10][C:11](=[O:14])[NH:12][N:13]=2)[CH2:4][CH2:3]1.CCN(C(C)C)C(C)C.[C:24](Cl)(=[O:35])[O:25][C:26]1[CH:31]=[CH:30][C:29]([N+:32]([O-:34])=[O:33])=[CH:28][CH:27]=1. (10) The reactants are: [C:1]([O:5][C:6]([N:8]1[CH2:13][CH2:12][CH2:11][C@@H:10]([C:14](=[O:29])[C:15]2[CH:20]=[CH:19][CH:18]=[CH:17][C:16]=2[O:21][C:22]2[CH:27]=[CH:26][CH:25]=[C:24]([F:28])[CH:23]=2)[CH2:9]1)=[O:7])([CH3:4])([CH3:3])[CH3:2].[CH3:30][O:31][CH2:32][CH2:33][CH2:34][CH2:35][Mg]Cl. Given the product [F:28][C:24]1[CH:23]=[C:22]([CH:27]=[CH:26][CH:25]=1)[O:21][C:16]1[CH:17]=[CH:18][CH:19]=[CH:20][C:15]=1[C:14]([C@@H:10]1[CH2:11][CH2:12][CH2:13][N:8]([C:6]([O:5][C:1]([CH3:4])([CH3:2])[CH3:3])=[O:7])[CH2:9]1)([OH:29])[CH2:35][CH2:34][CH2:33][CH2:32][O:31][CH3:30], predict the reactants needed to synthesize it.